This data is from Forward reaction prediction with 1.9M reactions from USPTO patents (1976-2016). The task is: Predict the product of the given reaction. (1) Given the reactants C[Si]([N-][Si](C)(C)C)(C)C.[K+].[Br:11][C:12]1[CH:13]=[C:14]([C:22]#[N:23])[C:15]([NH:18][C:19](=[O:21])[CH3:20])=[N:16][CH:17]=1, predict the reaction product. The product is: [NH2:23][C:22]1[C:14]2[C:15](=[N:16][CH:17]=[C:12]([Br:11])[CH:13]=2)[NH:18][C:19](=[O:21])[CH:20]=1. (2) Given the reactants [CH3:1][N:2]1[CH:6]=[C:5]([C:7](=[O:9])[CH3:8])[CH:4]=[N:3]1.[Br-:10].[Br-].[Br-].[NH+]1C=CC=CC=1.[NH+]1C=CC=CC=1.[NH+]1C=CC=CC=1.S([O-])([O-])=O.[Na+].[Na+], predict the reaction product. The product is: [Br:10][CH2:8][C:7]([C:5]1[CH:4]=[N:3][N:2]([CH3:1])[CH:6]=1)=[O:9]. (3) Given the reactants [C:1]([C:3]1[CH:8]=[CH:7][C:6]([NH:9][C:10](=[O:12])[CH3:11])=[CH:5][CH:4]=1)#[N:2].[Li]CCCC.[Cl:18][CH2:19][CH2:20][CH2:21][CH2:22]I, predict the reaction product. The product is: [Cl:18][CH2:19][CH2:20][CH2:21][CH2:22][N:9]([C:6]1[CH:5]=[CH:4][C:3]([C:1]#[N:2])=[CH:8][CH:7]=1)[C:10](=[O:12])[CH3:11]. (4) Given the reactants CC(OI1(OC(C)=O)(OC(C)=O)OC(=O)C2C=CC=CC1=2)=O.[Br:23][C:24]1[N:28]([CH3:29])[N:27]=[CH:26][C:25]=1[CH:30]([C:32]1[C:33]([Cl:39])=[N:34][CH:35]=[N:36][C:37]=1[Cl:38])[OH:31], predict the reaction product. The product is: [Br:23][C:24]1[N:28]([CH3:29])[N:27]=[CH:26][C:25]=1[C:30]([C:32]1[C:33]([Cl:39])=[N:34][CH:35]=[N:36][C:37]=1[Cl:38])=[O:31]. (5) Given the reactants [CH3:1][C:2]([NH:23]C(=O)C(F)(F)F)([CH3:22])[CH2:3][C:4]1[CH:9]=[CH:8][C:7]([S:10]([C:13]2[CH:14]=[C:15]([CH:19]=[CH:20][CH:21]=2)[C:16]([OH:18])=[O:17])(=[O:12])=[O:11])=[CH:6][CH:5]=1.[OH-].[Na+], predict the reaction product. The product is: [NH2:23][C:2]([CH3:22])([CH3:1])[CH2:3][C:4]1[CH:5]=[CH:6][C:7]([S:10]([C:13]2[CH:14]=[C:15]([CH:19]=[CH:20][CH:21]=2)[C:16]([OH:18])=[O:17])(=[O:11])=[O:12])=[CH:8][CH:9]=1. (6) Given the reactants [Br:1][C:2]1[CH:3]=[CH:4][C:5]([OH:12])=[C:6]([CH:11]=1)[C:7]([O:9][CH3:10])=[O:8].[N+:13]([O-])([OH:15])=[O:14], predict the reaction product. The product is: [Br:1][C:2]1[CH:3]=[C:4]([N+:13]([O-:15])=[O:14])[C:5]([OH:12])=[C:6]([CH:11]=1)[C:7]([O:9][CH3:10])=[O:8].